This data is from Catalyst prediction with 721,799 reactions and 888 catalyst types from USPTO. The task is: Predict which catalyst facilitates the given reaction. Reactant: [OH-].[Na+].[CH3:3][N:4]1[CH:8]=[C:7]([C:9]2[CH:32]=[CH:31][C:12]3[N:13]([C:16]4[CH:17]=[C:18]([NH:27]C(=O)C)[CH:19]=[C:20]([N:22]5[CH:26]=[CH:25][CH:24]=[CH:23]5)[CH:21]=4)[CH:14]=[N:15][C:11]=3[CH:10]=2)[CH:6]=[N:5]1. Product: [CH3:3][N:4]1[CH:8]=[C:7]([C:9]2[CH:32]=[CH:31][C:12]3[N:13]([C:16]4[CH:17]=[C:18]([CH:19]=[C:20]([N:22]5[CH:23]=[CH:24][CH:25]=[CH:26]5)[CH:21]=4)[NH2:27])[CH:14]=[N:15][C:11]=3[CH:10]=2)[CH:6]=[N:5]1. The catalyst class is: 162.